Dataset: Reaction yield outcomes from USPTO patents with 853,638 reactions. Task: Predict the reaction yield, written as a fraction of the theoretical maximum amount of product (1.0 means a 100% yield; for example, 0.34 means a 34% yield). The reactants are [F:1][C:2]1[CH:3]=[C:4]([CH:9]2[CH2:13][O:12]C(=O)[NH:10]2)[CH:5]=[CH:6][C:7]=1[F:8].O.[OH-].[K+]. The catalyst is C(O)C. The product is [NH2:10][CH:9]([C:4]1[CH:5]=[CH:6][C:7]([F:8])=[C:2]([F:1])[CH:3]=1)[CH2:13][OH:12]. The yield is 0.870.